This data is from NCI-60 drug combinations with 297,098 pairs across 59 cell lines. The task is: Regression. Given two drug SMILES strings and cell line genomic features, predict the synergy score measuring deviation from expected non-interaction effect. (1) Drug 1: C1=CC(=CC=C1CC(C(=O)O)N)N(CCCl)CCCl.Cl. Drug 2: C(CN)CNCCSP(=O)(O)O. Cell line: SF-539. Synergy scores: CSS=13.9, Synergy_ZIP=-2.42, Synergy_Bliss=1.99, Synergy_Loewe=-12.6, Synergy_HSA=-0.306. (2) Drug 1: C1=CC=C(C(=C1)C(C2=CC=C(C=C2)Cl)C(Cl)Cl)Cl. Drug 2: C#CCC(CC1=CN=C2C(=N1)C(=NC(=N2)N)N)C3=CC=C(C=C3)C(=O)NC(CCC(=O)O)C(=O)O. Cell line: SK-MEL-2. Synergy scores: CSS=-12.3, Synergy_ZIP=7.54, Synergy_Bliss=4.45, Synergy_Loewe=-3.17, Synergy_HSA=-6.36. (3) Drug 1: CCN(CC)CCNC(=O)C1=C(NC(=C1C)C=C2C3=C(C=CC(=C3)F)NC2=O)C. Drug 2: CC(C)(C#N)C1=CC(=CC(=C1)CN2C=NC=N2)C(C)(C)C#N. Cell line: UO-31. Synergy scores: CSS=1.69, Synergy_ZIP=0.319, Synergy_Bliss=1.81, Synergy_Loewe=-0.211, Synergy_HSA=-0.824. (4) Drug 1: CNC(=O)C1=CC=CC=C1SC2=CC3=C(C=C2)C(=NN3)C=CC4=CC=CC=N4. Drug 2: CC1=CC=C(C=C1)C2=CC(=NN2C3=CC=C(C=C3)S(=O)(=O)N)C(F)(F)F. Cell line: HS 578T. Synergy scores: CSS=6.02, Synergy_ZIP=4.26, Synergy_Bliss=7.96, Synergy_Loewe=3.37, Synergy_HSA=4.47. (5) Drug 1: CC1OCC2C(O1)C(C(C(O2)OC3C4COC(=O)C4C(C5=CC6=C(C=C35)OCO6)C7=CC(=C(C(=C7)OC)O)OC)O)O. Drug 2: C1C(C(OC1N2C=NC(=NC2=O)N)CO)O. Cell line: SK-MEL-2. Synergy scores: CSS=40.7, Synergy_ZIP=3.82, Synergy_Bliss=3.45, Synergy_Loewe=6.59, Synergy_HSA=7.75. (6) Drug 1: CC12CCC3C(C1CCC2=O)CC(=C)C4=CC(=O)C=CC34C. Drug 2: CC1C(C(CC(O1)OC2CC(CC3=C2C(=C4C(=C3O)C(=O)C5=C(C4=O)C(=CC=C5)OC)O)(C(=O)CO)O)N)O.Cl. Cell line: MCF7. Synergy scores: CSS=39.7, Synergy_ZIP=1.59, Synergy_Bliss=1.49, Synergy_Loewe=-6.17, Synergy_HSA=0.935. (7) Cell line: DU-145. Drug 1: CC12CCC(CC1=CCC3C2CCC4(C3CC=C4C5=CN=CC=C5)C)O. Drug 2: CN(C)C1=NC(=NC(=N1)N(C)C)N(C)C. Synergy scores: CSS=1.13, Synergy_ZIP=1.87, Synergy_Bliss=5.41, Synergy_Loewe=-0.628, Synergy_HSA=1.37. (8) Drug 1: CCCCCOC(=O)NC1=NC(=O)N(C=C1F)C2C(C(C(O2)C)O)O. Drug 2: CN(CCCl)CCCl.Cl. Cell line: T-47D. Synergy scores: CSS=30.6, Synergy_ZIP=-8.77, Synergy_Bliss=-1.58, Synergy_Loewe=-33.8, Synergy_HSA=-0.511. (9) Drug 1: COC1=NC(=NC2=C1N=CN2C3C(C(C(O3)CO)O)O)N. Drug 2: CN(C(=O)NC(C=O)C(C(C(CO)O)O)O)N=O. Cell line: HCT116. Synergy scores: CSS=1.82, Synergy_ZIP=-0.0663, Synergy_Bliss=-3.26, Synergy_Loewe=-4.66, Synergy_HSA=-5.77.